From a dataset of Full USPTO retrosynthesis dataset with 1.9M reactions from patents (1976-2016). Predict the reactants needed to synthesize the given product. (1) Given the product [C:50]([C:49]([NH:48][C:8](=[O:10])[C:7]1[CH:6]=[CH:5][C:4]([O:3][C:2]([F:1])([F:14])[F:13])=[CH:12][CH:11]=1)([CH3:66])[CH2:52][O:53][C:54]1[CH:55]=[C:56]([CH3:65])[C:57]2[CH2:61][O:60][B:59]([OH:62])[C:58]=2[C:63]=1[CH3:64])#[N:51], predict the reactants needed to synthesize it. The reactants are: [F:1][C:2]([F:14])([F:13])[O:3][C:4]1[CH:12]=[CH:11][C:7]([C:8]([OH:10])=O)=[CH:6][CH:5]=1.CN(C(ON1N=NC2C=CC=NC1=2)=[N+](C)C)C.F[P-](F)(F)(F)(F)F.CCN(C(C)C)C(C)C.[NH2:48][C:49]([CH3:66])([CH2:52][O:53][C:54]1[CH:55]=[C:56]([CH3:65])[C:57]2[CH2:61][O:60][B:59]([OH:62])[C:58]=2[C:63]=1[CH3:64])[C:50]#[N:51]. (2) Given the product [CH3:31][O:30][C:24]1[CH:23]=[C:22]([C:15]2[C:16]3[C:17](=[O:21])[O:18][CH2:19][C:20]=3[C:8]([OH:7])=[C:9]3[C:14]=2[CH:13]=[C:12]([O:32][CH3:33])[C:11]([O:34][CH3:35])=[CH:10]3)[CH:27]=[C:26]([O:28][CH3:29])[CH:25]=1, predict the reactants needed to synthesize it. The reactants are: C(=O)([O:7][C:8]1[C:20]2[CH2:19][O:18][C:17](=[O:21])[C:16]=2[C:15]([C:22]2[CH:27]=[C:26]([O:28][CH3:29])[CH:25]=[C:24]([O:30][CH3:31])[CH:23]=2)=[C:14]2[C:9]=1[CH:10]=[C:11]([O:34][CH3:35])[C:12]([O:32][CH3:33])=[CH:13]2)OC(C)(C)C.N1CCCCC1.Cl. (3) Given the product [NH2:11][C:9]1[CH:8]=[CH:7][CH:6]=[C:5]2[C:10]=1[CH:2]([CH2:15][C:16]([O:18][CH2:19][CH3:20])=[O:17])[C:3](=[O:14])[NH:4]2, predict the reactants needed to synthesize it. The reactants are: C[C:2]1([CH2:15][C:16]([O:18][CH2:19][CH3:20])=[O:17])[C:10]2[C:5](=[CH:6][CH:7]=[CH:8][C:9]=2[N+:11]([O-])=O)[NH:4][C:3]1=[O:14]. (4) Given the product [C:34]([N:17]1[CH2:18][CH2:19][C@H:15]([NH:14][C:12]2[C:13]3[C:8](=[CH:7][CH:6]=[CH:5][C:4]=3[O:3][CH3:2])[CH:9]=[C:10]([C:20]3[NH:24][C:23](=[O:25])[NH:22][N:21]=3)[N:11]=2)[CH2:16]1)(=[O:37])[CH:35]=[CH2:36], predict the reactants needed to synthesize it. The reactants are: Cl.[CH3:2][O:3][C:4]1[CH:5]=[CH:6][CH:7]=[C:8]2[C:13]=1[C:12]([NH:14][C@H:15]1[CH2:19][CH2:18][NH:17][CH2:16]1)=[N:11][C:10]([C:20]1[NH:24][C:23](=[O:25])[NH:22][N:21]=1)=[CH:9]2.CC1C=CC=C(C)N=1.[C:34](Cl)(=[O:37])[CH:35]=[CH2:36]. (5) Given the product [CH2:1]([O:8][C:9](=[O:16])[NH:10][CH:11]1[CH2:12][CH:13]2[CH:14]([CH2:18]2)[CH2:15]1)[C:2]1[CH:7]=[CH:6][CH:5]=[CH:4][CH:3]=1, predict the reactants needed to synthesize it. The reactants are: [CH2:1]([O:8][C:9](=[O:16])[NH:10][CH:11]1[CH2:15][CH:14]=[CH:13][CH2:12]1)[C:2]1[CH:7]=[CH:6][CH:5]=[CH:4][CH:3]=1.[Zn](CC)[CH2:18]C.C(I)I. (6) Given the product [C:31]([C:26]1[CH:27]=[C:28]2[C:23](=[C:24]([F:35])[CH:25]=1)[C:22](=[O:36])[N:21]([C:7]1[CH:8]=[CH:9][CH:10]=[C:11]([C:38]3[CH:39]=[C:40]([NH:46][C:47]4[CH:56]=[C:50]5[CH2:51][N:52]([CH3:55])[CH2:53][CH2:54][N:49]5[N:48]=4)[C:41](=[O:45])[N:42]([CH3:44])[N:43]=3)[C:6]=1[CH2:5][O:4][C:1](=[O:3])[CH3:2])[N:30]=[CH:29]2)([CH3:34])([CH3:33])[CH3:32], predict the reactants needed to synthesize it. The reactants are: [C:1]([O:4][CH2:5][C:6]1[C:11](B2OC(C)(C)C(C)(C)O2)=[CH:10][CH:9]=[CH:8][C:7]=1[N:21]1[N:30]=[CH:29][C:28]2[C:23](=[C:24]([F:35])[CH:25]=[C:26]([C:31]([CH3:34])([CH3:33])[CH3:32])[CH:27]=2)[C:22]1=[O:36])(=[O:3])[CH3:2].Cl[C:38]1[CH:39]=[C:40]([NH:46][C:47]2[CH:56]=[C:50]3[CH2:51][N:52]([CH3:55])[CH2:53][CH2:54][N:49]3[N:48]=2)[C:41](=[O:45])[N:42]([CH3:44])[N:43]=1.P([O-])([O-])([O-])=O.[K+].[K+].[K+].C1(P(C2CCCCC2)C2C=CC=CC=2C2C(C(C)C)=CC(C(C)C)=CC=2C(C)C)CCCCC1.[Cl-].[NH4+].